Dataset: Forward reaction prediction with 1.9M reactions from USPTO patents (1976-2016). Task: Predict the product of the given reaction. (1) Given the reactants [C:1]([C:3]1[C:11]([O:12][CH3:13])=[CH:10][C:6]([C:7]([OH:9])=[O:8])=[C:5]([F:14])[CH:4]=1)#[N:2].O=S(Cl)Cl.[CH3:19]O, predict the reaction product. The product is: [C:1]([C:3]1[C:11]([O:12][CH3:13])=[CH:10][C:6]([C:7]([O:9][CH3:19])=[O:8])=[C:5]([F:14])[CH:4]=1)#[N:2]. (2) Given the reactants [CH3:1][O:2][C:3](=[O:18])[C:4]1[CH:9]=[CH:8][C:7]([NH:10][C:11]2[CH:16]=[C:15](Cl)[N:14]=[CH:13][N:12]=2)=[CH:6][CH:5]=1, predict the reaction product. The product is: [CH3:1][O:2][C:3](=[O:18])[C:4]1[CH:5]=[CH:6][C:7]([NH:10][C:11]2[CH:16]=[CH:15][N:14]=[CH:13][N:12]=2)=[CH:8][CH:9]=1. (3) Given the reactants [CH:1]1([CH2:6][C@H:7]([C:11]2[CH:16]=[CH:15][C:14]([Cl:17])=[C:13]([Cl:18])[CH:12]=2)[C:8]([OH:10])=O)[CH2:5][CH2:4][CH2:3][CH2:2]1.C(Cl)(=O)C(Cl)=O.[NH2:25][C:26]1[CH:31]=[CH:30][N:29]=[CH:28][N:27]=1.N1C=CC=CC=1, predict the reaction product. The product is: [CH:1]1([CH2:6][C@H:7]([C:11]2[CH:16]=[CH:15][C:14]([Cl:17])=[C:13]([Cl:18])[CH:12]=2)[C:8]([NH:25][C:26]2[CH:31]=[CH:30][N:29]=[CH:28][N:27]=2)=[O:10])[CH2:2][CH2:3][CH2:4][CH2:5]1. (4) Given the reactants [N:1]1[C:6]2[NH:7][C:8]3[CH:15]=[CH:14][CH:13]=[CH:12][C:9]=3[NH:10][CH2:11][C:5]=2[CH:4]=[CH:3][CH:2]=1.[C:16](=[O:19])([O-])[O-].[K+].[K+].[CH2:22](O)[CH3:23], predict the reaction product. The product is: [CH:8]1([C:23]2[CH:22]=[CH:5][C:4]([C:16]([N:10]3[C:9]4[CH:12]=[CH:13][CH:14]=[CH:15][C:8]=4[NH:7][C:6]4[N:1]=[CH:2][CH:3]=[CH:4][C:5]=4[CH2:11]3)=[O:19])=[CH:3][CH:2]=2)[CH2:15][CH2:14][CH2:13][CH2:12][CH2:9]1.